This data is from Forward reaction prediction with 1.9M reactions from USPTO patents (1976-2016). The task is: Predict the product of the given reaction. (1) The product is: [CH3:1][O:2][C:3](=[O:15])[C:4]1[CH:5]=[C:6]([C:13]#[N:14])[CH:7]=[C:8]([NH2:10])[CH:9]=1. Given the reactants [CH3:1][O:2][C:3](=[O:15])[C:4]1[CH:9]=[C:8]([N+:10]([O-])=O)[CH:7]=[C:6]([C:13]#[N:14])[CH:5]=1.Cl[Sn]Cl, predict the reaction product. (2) Given the reactants C([O:8][CH:9]1[CH2:15][CH:14]2[N:16]([CH2:17][C@H:18]3[CH2:23][N:22]([S:24]([C:27]4[S:28][CH:29]=[CH:30][CH:31]=4)(=[O:26])=[O:25])[CH2:21][CH2:20][N:19]3[C:32]3[N:37]=[CH:36][C:35]([C:38]([OH:44])([CH3:43])[C:39]([F:42])([F:41])[F:40])=[CH:34][N:33]=3)[CH:10]1[CH2:11][O:12][CH2:13]2)C1C=CC=CC=1.B(Cl)(Cl)Cl, predict the reaction product. The product is: [S:28]1[CH:29]=[CH:30][CH:31]=[C:27]1[S:24]([N:22]1[CH2:21][CH2:20][N:19]([C:32]2[N:33]=[CH:34][C:35]([C:38]([OH:44])([CH3:43])[C:39]([F:41])([F:40])[F:42])=[CH:36][N:37]=2)[C@@H:18]([CH2:17][N:16]2[CH:10]3[CH:9]([OH:8])[CH2:15][CH:14]2[CH2:13][O:12][CH2:11]3)[CH2:23]1)(=[O:25])=[O:26]. (3) Given the reactants [CH3:1][NH:2][CH2:3][C:4]1[C:12]2[C:7](=[CH:8][CH:9]=[CH:10][CH:11]=2)[N:6]([CH3:13])[CH:5]=1.CNCC1C=CC2C(=CC=CC=2)C=1CCC.Cl.[O:31]=[C:32]1[NH:45][C:35]2=[N:36][CH:37]=[C:38](/[CH:40]=[CH:41]/[C:42](O)=[O:43])[CH:39]=[C:34]2[O:33]1.Cl.CN1CC2C=C(/C=C/C(O)=O)C=NC=2NC(=O)C1, predict the reaction product. The product is: [CH3:1][N:2]([CH2:3][C:4]1[C:12]2[C:7](=[CH:8][CH:9]=[CH:10][CH:11]=2)[N:6]([CH3:13])[CH:5]=1)[C:42](=[O:43])/[CH:41]=[CH:40]/[C:38]1[CH:39]=[C:34]2[O:33][C:32](=[O:31])[NH:45][C:35]2=[N:36][CH:37]=1. (4) Given the reactants [Si:1]([O:8][CH2:9][C:10]1[CH:19]=[CH:18][C:13]([C:14]([NH:16][NH2:17])=[O:15])=[CH:12][CH:11]=1)([C:4]([CH3:7])([CH3:6])[CH3:5])([CH3:3])[CH3:2].C(N(CC)CC)C.[C:27](Cl)(=[O:35])[CH2:28][CH2:29][CH2:30][CH2:31][CH2:32][CH2:33][CH3:34], predict the reaction product. The product is: [Si:1]([O:8][CH2:9][C:10]1[CH:11]=[CH:12][C:13]([C:14]([NH:16][NH:17][C:27](=[O:35])[CH2:28][CH2:29][CH2:30][CH2:31][CH2:32][CH2:33][CH3:34])=[O:15])=[CH:18][CH:19]=1)([C:4]([CH3:7])([CH3:6])[CH3:5])([CH3:3])[CH3:2]. (5) Given the reactants [Cl:1][C:2]1[CH:7]=[C:6]([C:8]2[NH:9][C:10]3[C:15]([CH:16]=2)=[C:14]([F:17])[CH:13]=[CH:12][CH:11]=3)[C:5]([CH:18]=[CH2:19])=[CH:4][N:3]=1.CS(C)=O.[OH-].[K+], predict the reaction product. The product is: [Cl:1][C:2]1[N:3]=[CH:4][C:5]2[CH2:18][CH2:19][N:9]3[C:10]4[CH:11]=[CH:12][CH:13]=[C:14]([F:17])[C:15]=4[CH:16]=[C:8]3[C:6]=2[CH:7]=1. (6) The product is: [OH:4][CH:2]([CH3:3])[CH2:1][N:19]1[CH2:20][CH2:21][N:16]([C:22]([O:24][CH2:25][C:26]2[CH:31]=[CH:30][CH:29]=[CH:28][CH:27]=2)=[O:23])[CH2:17][CH2:18]1. Given the reactants [CH2:1]1[O:4][CH:2]1[CH3:3].C[Al](C)C.C1(C)C=CC=CC=1.[N:16]1([C:22]([O:24][CH2:25][C:26]2[CH:31]=[CH:30][CH:29]=[CH:28][CH:27]=2)=[O:23])[CH2:21][CH2:20][NH:19][CH2:18][CH2:17]1.[F-].[Na+].O, predict the reaction product.